Dataset: Forward reaction prediction with 1.9M reactions from USPTO patents (1976-2016). Task: Predict the product of the given reaction. Given the reactants [Cl:1][C:2]1[CH:7]=[CH:6][C:5]([C:8]2[N:9]=[N:10][C:11]([CH3:15])=[C:12]([CH3:14])[N:13]=2)=[CH:4][C:3]=1[N+:16]([O-])=O.[Sn](Cl)(Cl)(Cl)Cl, predict the reaction product. The product is: [Cl:1][C:2]1[CH:7]=[CH:6][C:5]([C:8]2[N:9]=[N:10][C:11]([CH3:15])=[C:12]([CH3:14])[N:13]=2)=[CH:4][C:3]=1[NH2:16].